Dataset: Full USPTO retrosynthesis dataset with 1.9M reactions from patents (1976-2016). Task: Predict the reactants needed to synthesize the given product. Given the product [C:1]([O:5][CH:6]([C:11]1[N:16]([CH3:17])[C:15](=[O:18])[C:14]2[N:19]([CH2:30][C:31]3[N:32]=[C:33]4[CH:38]=[CH:37][CH:36]=[CH:35][N:34]4[CH:39]=3)[CH:20]=[CH:21][C:13]=2[C:12]=1[C:22]1[CH:23]=[CH:24][C:25]([Cl:28])=[CH:26][CH:27]=1)[C:7]([OH:9])=[O:8])([CH3:2])([CH3:3])[CH3:4], predict the reactants needed to synthesize it. The reactants are: [C:1]([O:5][CH:6]([C:11]1[N:16]([CH3:17])[C:15](=[O:18])[C:14]2[NH:19][CH:20]=[CH:21][C:13]=2[C:12]=1[C:22]1[CH:27]=[CH:26][C:25]([Cl:28])=[CH:24][CH:23]=1)[C:7]([O:9]C)=[O:8])([CH3:4])([CH3:3])[CH3:2].Cl[CH2:30][C:31]1[N:32]=[C:33]2[CH:38]=[CH:37][CH:36]=[CH:35][N:34]2[CH:39]=1.